Task: Predict which catalyst facilitates the given reaction.. Dataset: Catalyst prediction with 721,799 reactions and 888 catalyst types from USPTO (1) Reactant: [C:1](#[N:10])[C:2]1[CH:9]=[CH:8][C:5]([C:6]#[N:7])=[CH:4][CH:3]=1.[C:11](OC)(=[O:19])[C:12]1[C:13](=[CH:15][CH:16]=[CH:17][CH:18]=1)[SH:14].C(N(CC)CC)C. Product: [C:6]([C:5]1[CH:8]=[CH:9][C:2]([C:1]2[S:14][C:13]3[CH:15]=[CH:16][CH:17]=[CH:18][C:12]=3[C:11](=[O:19])[N:10]=2)=[CH:3][CH:4]=1)#[N:7]. The catalyst class is: 11. (2) Reactant: [C:1]([NH:4][C:5]1[CH:10]=[CH:9][C:8]([CH:11]=[CH:12][CH2:13][CH2:14][CH2:15][CH2:16][CH2:17]S(C)(=O)=O)=[CH:7][CH:6]=1)(=[O:3])[CH3:2].[Na+].[I-:23]. Product: [C:1]([NH:4][C:5]1[CH:10]=[CH:9][C:8]([CH:11]=[CH:12][CH2:13][CH2:14][CH2:15][CH2:16][CH2:17][I:23])=[CH:7][CH:6]=1)(=[O:3])[CH3:2]. The catalyst class is: 21. (3) Reactant: [CH:1]([Si:3]([CH:6]=[CH2:7])(Cl)Cl)=[CH2:2].[CH3:8][C:9]([CH3:12])([O-:11])[CH3:10].[K+].[Cl-].[K+]. Product: [CH:1]([Si:3]([CH:6]=[CH2:7])([O:11][C:9]([CH3:12])([CH3:10])[CH3:8])[O:11][C:9]([CH3:12])([CH3:10])[CH3:8])=[CH2:2]. The catalyst class is: 81. (4) Reactant: Br[C:2]1[C:3]2[CH:15]=[CH:14][CH:13]=[CH:12][C:4]=2[S:5][C:6]=1[CH2:7][CH2:8][N:9]([CH3:11])[CH3:10].CN(CCN(C)C)C.[Li]CCCC.[N:29]1[CH:34]=[CH:33][CH:32]=[CH:31][C:30]=1[CH:35]=[O:36]. Product: [CH3:10][N:9]([CH3:11])[CH2:8][CH2:7][C:6]1[S:5][C:4]2[CH:12]=[CH:13][CH:14]=[CH:15][C:3]=2[C:2]=1[CH:35]([C:30]1[CH:31]=[CH:32][CH:33]=[CH:34][N:29]=1)[OH:36]. The catalyst class is: 11. (5) Reactant: [CH:1]1([C:6]2[N:11]=[CH:10][C:9]([C:12]3[CH:13]=[N:14][CH:15]=[C:16]([CH3:18])[CH:17]=3)=[CH:8][C:7]=2[C:19]([O-:21])=O)[CH2:5][CH2:4][CH2:3][CH2:2]1.[Na+].[CH3:23][O:24][C:25]1[CH:26]=[CH:27][C:28]([CH2:33][NH2:34])=[N:29][C:30]=1[O:31][CH3:32].CCCP(O)(O)=O.C(N(C(C)C)CC)(C)C. Product: [CH:1]1([C:6]2[N:11]=[CH:10][C:9]([C:12]3[CH:13]=[N:14][CH:15]=[C:16]([CH3:18])[CH:17]=3)=[CH:8][C:7]=2[C:19]([NH:34][CH2:33][C:28]2[CH:27]=[CH:26][C:25]([O:24][CH3:23])=[C:30]([O:31][CH3:32])[N:29]=2)=[O:21])[CH2:2][CH2:3][CH2:4][CH2:5]1. The catalyst class is: 115. (6) The catalyst class is: 16. Product: [CH3:1][C:2]([CH3:15])=[CH:3][CH2:4][NH:5][C:6]1[N:14]=[CH:13][N:12]=[C:11]2[C:7]=1[N:8]=[CH:9][N:10]2[CH2:18][CH2:17][Br:16]. Reactant: [CH3:1][C:2]([CH3:15])=[CH:3][CH2:4][NH:5][C:6]1[N:14]=[CH:13][N:12]=[C:11]2[C:7]=1[NH:8][CH:9]=[N:10]2.[Br:16][CH2:17][CH2:18]Br.C([O-])([O-])=O.[K+].[K+].C(OCC)(=O)C. (7) The catalyst class is: 2. Reactant: [CH2:1]([S:3][C:4]1[C:9]([C:10]([NH:12][CH2:13][C:14]2[CH:19]=[CH:18][CH:17]=[C:16]([F:20])[CH:15]=2)=[O:11])=[C:8]([CH3:21])[CH:7]=[C:6]([N:22]2[CH2:27][CH2:26][CH:25]([OH:28])[CH2:24][CH2:23]2)[N:5]=1)[CH3:2].CC(OI1(OC(C)=O)(OC(C)=O)OC(=O)C2C=CC=CC1=2)=O. Product: [CH2:1]([S:3][C:4]1[C:9]([C:10]([NH:12][CH2:13][C:14]2[CH:19]=[CH:18][CH:17]=[C:16]([F:20])[CH:15]=2)=[O:11])=[C:8]([CH3:21])[CH:7]=[C:6]([N:22]2[CH2:27][CH2:26][C:25](=[O:28])[CH2:24][CH2:23]2)[N:5]=1)[CH3:2]. (8) Reactant: [CH2:1]([C:3]1[CH:8]=[C:7]([CH3:9])[CH:6]=[C:5]([CH2:10][CH3:11])[C:4]=1[C:12](=[O:21])[C:13]([N:15]([CH3:20])[N:16]=C(C)C)=[O:14])[CH3:2].Cl. Product: [CH2:1]([C:3]1[CH:8]=[C:7]([CH3:9])[CH:6]=[C:5]([CH2:10][CH3:11])[C:4]=1[C:12](=[O:21])[C:13]([N:15]([CH3:20])[NH2:16])=[O:14])[CH3:2]. The catalyst class is: 7. (9) Reactant: [CH2:1]([N:4]([CH2:8][C:9]1[CH:14]=[CH:13][C:12]([NH:15][C:16](=[O:32])[C:17]2[CH:22]=[CH:21][C:20]([CH2:23][NH:24][CH2:25][C:26]3[N:27]([CH3:31])[CH:28]=[CH:29][N:30]=3)=[CH:19][CH:18]=2)=[CH:11][CH:10]=1)[CH2:5][CH2:6][CH3:7])[CH2:2][CH3:3].[NH:33]1[CH:37]=[N:36][C:35]([CH:38]=O)=[N:34]1.C([BH3-])#N.[Na+].C(O)(=O)C. Product: [CH2:1]([N:4]([CH2:8][C:9]1[CH:10]=[CH:11][C:12]([NH:15][C:16](=[O:32])[C:17]2[CH:22]=[CH:21][C:20]([CH2:23][N:24]([CH2:25][C:26]3[N:27]([CH3:31])[CH:28]=[CH:29][N:30]=3)[CH2:38][C:35]3[N:36]=[CH:37][NH:33][N:34]=3)=[CH:19][CH:18]=2)=[CH:13][CH:14]=1)[CH2:5][CH2:6][CH3:7])[CH2:2][CH3:3]. The catalyst class is: 5. (10) Reactant: C(OC([NH:8][C@@H:9]1[CH2:14][CH2:13][CH2:12][N:11]([C:15]2[N:37]([CH2:38][C:39]3[CH:44]=[CH:43][CH:42]=[CH:41][C:40]=3[Cl:45])[C:18]3[C:19](=[O:36])[N:20]([CH3:35])[C:21]4[CH:22]=[C:23]([C:28]([O:30]C(C)(C)C)=[O:29])[C:24]([F:27])=[CH:25][C:26]=4[C:17]=3[N:16]=2)[CH2:10]1)=O)(C)(C)C. Product: [ClH:45].[NH2:8][C@@H:9]1[CH2:14][CH2:13][CH2:12][N:11]([C:15]2[N:37]([CH2:38][C:39]3[CH:44]=[CH:43][CH:42]=[CH:41][C:40]=3[Cl:45])[C:18]3[C:19](=[O:36])[N:20]([CH3:35])[C:21]4[CH:22]=[C:23]([C:28]([OH:30])=[O:29])[C:24]([F:27])=[CH:25][C:26]=4[C:17]=3[N:16]=2)[CH2:10]1. The catalyst class is: 89.